This data is from Catalyst prediction with 721,799 reactions and 888 catalyst types from USPTO. The task is: Predict which catalyst facilitates the given reaction. (1) Reactant: [C:1]([O:5][C:6]([N:8]1[CH2:12][C@H:11]([O:13]CC2C=CC(OC)=CC=2)[CH2:10][C@@H:9]1[C@H:23]1[O:27][C:26]([CH3:29])([CH3:28])[N:25]([C:30](=[O:32])[CH3:31])[C@H:24]1[CH2:33][C:34]1[CH:39]=[C:38]([F:40])[CH:37]=[C:36]([F:41])[CH:35]=1)=[O:7])([CH3:4])([CH3:3])[CH3:2].ClCCl.ClC1C(=O)C(C#N)=C(C#N)C(=O)C=1Cl. Product: [C:1]([O:5][C:6]([N:8]1[CH2:12][C@H:11]([OH:13])[CH2:10][C@@H:9]1[C@H:23]1[O:27][C:26]([CH3:28])([CH3:29])[N:25]([C:30](=[O:32])[CH3:31])[C@H:24]1[CH2:33][C:34]1[CH:35]=[C:36]([F:41])[CH:37]=[C:38]([F:40])[CH:39]=1)=[O:7])([CH3:2])([CH3:3])[CH3:4]. The catalyst class is: 6. (2) Reactant: Br[C:2]1[C:8]([C:9]([F:12])([F:11])[F:10])=[CH:7][C:5]([NH2:6])=[CH:4][C:3]=1[Cl:13].C(=O)([O-])[O-].[Na+].[Na+].CC1(C)C(C)(C)OB([C:28]2[CH:33]=[CH:32][C:31]([S:34]([CH2:37][C@@H:38]3[CH2:42][CH2:41][CH2:40][N:39]3[C:43]([O:45][C:46]([CH3:49])([CH3:48])[CH3:47])=[O:44])(=[O:36])=[O:35])=[CH:30][CH:29]=2)O1.O. Product: [NH2:6][C:5]1[CH:7]=[C:8]([C:9]([F:12])([F:11])[F:10])[C:2]([C:28]2[CH:33]=[CH:32][C:31]([S:34]([CH2:37][C@@H:38]3[CH2:42][CH2:41][CH2:40][N:39]3[C:43]([O:45][C:46]([CH3:49])([CH3:48])[CH3:47])=[O:44])(=[O:36])=[O:35])=[CH:30][CH:29]=2)=[C:3]([Cl:13])[CH:4]=1. The catalyst class is: 564. (3) Reactant: [Cl:1][C:2]1[CH:7]=[CH:6][C:5]([C:8]2[NH:9][C:10]3[N:11]([N:15]=[CH:16][C:17]=3[CH2:18][C:19](O)=[O:20])[C:12](=[O:14])[CH:13]=2)=[CH:4][C:3]=1[O:22][CH3:23].Cl.[CH2:25]([NH2:27])[CH3:26].C(Cl)CCl.C1C=CC2N(O)N=NC=2C=1.C(N(CC)CC)C. Product: [Cl:1][C:2]1[CH:7]=[CH:6][C:5]([C:8]2[NH:9][C:10]3[N:11]([N:15]=[CH:16][C:17]=3[CH2:18][C:19]([NH:27][CH2:25][CH3:26])=[O:20])[C:12](=[O:14])[CH:13]=2)=[CH:4][C:3]=1[O:22][CH3:23]. The catalyst class is: 3. (4) Reactant: [C:1]1([C@@H:7]2[CH2:11][NH:10][CH2:9][C@H:8]2[NH:12][C:13](=[O:19])[O:14][C:15]([CH3:18])([CH3:17])[CH3:16])[CH:6]=[CH:5][CH:4]=[CH:3][CH:2]=1.CCN(C(C)C)C(C)C.CS(O[CH2:34][C@@H:35]([O:37][CH3:38])[CH3:36])(=O)=O.O. Product: [CH3:38][O:37][C@@H:35]([CH3:36])[CH2:34][N:10]1[CH2:11][C@@H:7]([C:1]2[CH:2]=[CH:3][CH:4]=[CH:5][CH:6]=2)[C@H:8]([NH:12][C:13](=[O:19])[O:14][C:15]([CH3:16])([CH3:18])[CH3:17])[CH2:9]1. The catalyst class is: 3. (5) Reactant: [Cl:1][C:2]1[N:11]=[C:10](Cl)[C:9]([F:13])=[CH:8][C:3]=1[C:4]([O:6][CH3:7])=[O:5].C[O-].[Na+].CO.O.[C:20](OCC)(=[O:22])C. The catalyst class is: 5. Product: [Cl:1][C:2]1[N:11]=[C:10]([O:22][CH3:20])[C:9]([F:13])=[CH:8][C:3]=1[C:4]([O:6][CH3:7])=[O:5].